This data is from Reaction yield outcomes from USPTO patents with 853,638 reactions. The task is: Predict the reaction yield, written as a fraction of the theoretical maximum amount of product (1.0 means a 100% yield; for example, 0.34 means a 34% yield). (1) The reactants are [I:1][C:2]1[CH:7]=[CH:6][NH:5][C:4](=[O:8])[CH:3]=1.[C:9]([O-])([O-])=O.[K+].[K+].IC.O. The catalyst is CN(C=O)C.CCOC(C)=O. The product is [I:1][C:2]1[CH:7]=[CH:6][N:5]([CH3:9])[C:4](=[O:8])[CH:3]=1. The yield is 0.530. (2) The reactants are [Br:1][C:2]1[CH:7]=[CH:6][C:5]([NH:8][C:9]2[C:10]([C:24]([OH:26])=O)=[CH:11][C:12]3[N:16]([CH2:17][CH2:18][CH2:19][CH:20]=[CH2:21])[CH:15]=[N:14][C:13]=3[C:22]=2[F:23])=[C:4]([CH3:27])[CH:3]=1.CCN(C(C)C)C(C)C.C1CN([P+](ON2N=NC3C=[CH:58][CH:59]=[CH:60][C:55]2=3)(N2CCCC2)N2CCCC2)CC1.F[P-](F)(F)(F)(F)F.Cl.C1([N:74](C)[OH:75])CC1. The catalyst is C1COCC1.C(Cl)Cl.C(OCC)(=O)C. The product is [CH:59]1([CH2:58][O:75][NH:74][C:24]([C:10]2[C:9]([NH:8][C:5]3[CH:6]=[CH:7][C:2]([Br:1])=[CH:3][C:4]=3[CH3:27])=[C:22]([F:23])[C:13]3[N:14]=[CH:15][N:16]([CH2:17][CH2:18][CH2:19][CH:20]=[CH2:21])[C:12]=3[CH:11]=2)=[O:26])[CH2:60][CH2:55]1. The yield is 0.700. (3) The reactants are Cl[C:2]1[N:7]=[C:6]([O:8][CH2:9][C:10]([F:13])([F:12])[F:11])[N:5]=[C:4]([NH:14][C:15]2[CH:27]=[CH:26][C:18]([C:19]([O:21][C:22]([CH3:25])([CH3:24])[CH3:23])=[O:20])=[CH:17][CH:16]=2)[CH:3]=1.CCN(C(C)C)C(C)C.[NH2:37][CH2:38][C:39]1[CH:44]=[CH:43][C:42]([OH:45])=[CH:41][CH:40]=1. The catalyst is C1COCC1. The product is [OH:45][C:42]1[CH:43]=[CH:44][C:39]([CH2:38][NH:37][C:2]2[N:7]=[C:6]([O:8][CH2:9][C:10]([F:13])([F:12])[F:11])[N:5]=[C:4]([NH:14][C:15]3[CH:27]=[CH:26][C:18]([C:19]([O:21][C:22]([CH3:25])([CH3:24])[CH3:23])=[O:20])=[CH:17][CH:16]=3)[CH:3]=2)=[CH:40][CH:41]=1. The yield is 0.460. (4) The product is [N+:17]([C:20]1[CH:25]=[CH:24][C:23]([CH2:26][C:27]2[C:2]3[C:3](=[CH:4][CH:5]=[CH:6][CH:7]=3)[NH:8][N:9]=2)=[CH:22][CH:21]=1)([O-:19])=[O:18]. The yield is 0.193. The reactants are I[C:2]1[CH:7]=[CH:6][CH:5]=[CH:4][C:3]=1[NH:8][NH2:9].C1(C)C=CC=CC=1.[N+:17]([C:20]1[CH:25]=[CH:24][C:23]([C:26]#[CH:27])=[CH:22][CH:21]=1)([O-:19])=[O:18]. The catalyst is Cl[Pd](Cl)([P](C1C=CC=CC=1)(C1C=CC=CC=1)C1C=CC=CC=1)[P](C1C=CC=CC=1)(C1C=CC=CC=1)C1C=CC=CC=1.C(N(CC)CC)C.